From a dataset of Peptide-MHC class I binding affinity with 185,985 pairs from IEDB/IMGT. Regression. Given a peptide amino acid sequence and an MHC pseudo amino acid sequence, predict their binding affinity value. This is MHC class I binding data. (1) The peptide sequence is QVKDNIISR. The MHC is HLA-A03:01 with pseudo-sequence HLA-A03:01. The binding affinity (normalized) is 0.275. (2) The peptide sequence is FHIVNQESL. The MHC is HLA-B57:01 with pseudo-sequence HLA-B57:01. The binding affinity (normalized) is 0.0847. (3) The peptide sequence is EISTNIRQA. The MHC is HLA-A30:02 with pseudo-sequence HLA-A30:02. The binding affinity (normalized) is 0.